This data is from Catalyst prediction with 721,799 reactions and 888 catalyst types from USPTO. The task is: Predict which catalyst facilitates the given reaction. (1) Reactant: [N+:1]([C:4]1[CH:5]=[C:6]([CH:10]=[C:11]([C:13]([F:16])([F:15])[F:14])[CH:12]=1)[C:7]([OH:9])=O)([O-:3])=[O:2].ON1C2N=CC=CC=2N=N1.C1(N=C=NC2CCCCC2)CCCCC1.[NH:42]1[CH2:47][CH2:46][O:45][CH2:44][CH2:43]1. Product: [N:42]1([C:7]([C:6]2[CH:10]=[C:11]([C:13]([F:16])([F:15])[F:14])[CH:12]=[C:4]([N+:1]([O-:3])=[O:2])[CH:5]=2)=[O:9])[CH2:47][CH2:46][O:45][CH2:44][CH2:43]1. The catalyst class is: 76. (2) Reactant: [CH:1]1[CH:2]=[C:3]([CH2:6][NH:7][C:8]2[C:13]([C:14]([OH:16])=[O:15])=[CH:12][C:11]([S:17]([NH2:20])(=[O:19])=[O:18])=[C:10]([Cl:21])[CH:9]=2)[O:4][CH:5]=1.Cl[CH2:23][CH2:24][CH2:25][CH2:26][CH2:27][CH2:28][CH2:29][CH3:30].[I-].[Na+].C(N(CC)CC)C. The catalyst class is: 35. Product: [CH2:23]([O:15][C:14](=[O:16])[C:13]1[CH:12]=[C:11]([S:17]([NH2:20])(=[O:19])=[O:18])[C:10]([Cl:21])=[CH:9][C:8]=1[NH:7][CH2:6][C:3]1[O:4][CH:5]=[CH:1][CH:2]=1)[CH2:24][CH2:25][CH2:26][CH2:27][CH2:28][CH2:29][CH3:30]. (3) The catalyst class is: 4. Reactant: [CH3:1][O:2][C:3]1[CH:4]=[C:5](C=C[CH:9]=1)[NH2:6].C1(C=O)CC1.P(O)(O[C:25]1[CH:30]=[CH:29][CH:28]=[CH:27][CH:26]=1)(O[C:25]1[CH:30]=[CH:29][CH:28]=[CH:27][CH:26]=1)=O.[CH:32](/[NH:35][C:36](=[O:45])[O:37][CH2:38][C:39]1[CH:44]=[CH:43][CH:42]=[CH:41][CH:40]=1)=[CH:33]\[CH3:34]. Product: [CH:29]1([C@H:28]2[C@H:27]([CH3:26])[C@@H:32]([NH:35][C:36](=[O:45])[O:37][CH2:38][C:39]3[CH:40]=[CH:41][CH:42]=[CH:43][CH:44]=3)[C:33]3[C:5](=[CH:4][C:3]([O:2][CH3:1])=[CH:9][CH:34]=3)[NH:6]2)[CH2:30][CH2:25]1. (4) Reactant: C[Si](C=[N+]=[N-])(C)C.[Br:8][C:9]1[C:17]([CH3:18])=[CH:16][C:12]([C:13]([OH:15])=[O:14])=[C:11]([F:19])[CH:10]=1.[CH3:20]O. Product: [Br:8][C:9]1[C:17]([CH3:18])=[CH:16][C:12]([C:13]([O:15][CH3:20])=[O:14])=[C:11]([F:19])[CH:10]=1. The catalyst class is: 48. (5) Reactant: [Br:1][C:2]1[C:3]([CH3:18])=[N:4][N:5]([CH2:14][CH2:15][CH2:16][OH:17])[C:6]=1[C:7]1[CH:12]=[CH:11][C:10]([F:13])=[CH:9][CH:8]=1.C(N(CC)CC)C.O.C(=O)([O-])[O-].[K+].[K+]. Product: [Br:1][C:2]1[C:3]([CH3:18])=[N:4][N:5]([CH2:14][CH2:15][CH:16]=[O:17])[C:6]=1[C:7]1[CH:8]=[CH:9][C:10]([F:13])=[CH:11][CH:12]=1. The catalyst class is: 16. (6) The catalyst class is: 84. Product: [NH2:1][C:2]1[C:3]([C:18]2[CH:33]=[CH:32][C:21]([C:22]([NH:24][CH2:25][C:26]3[CH:27]=[CH:28][CH:29]=[CH:30][CH:31]=3)=[O:23])=[C:20]([F:34])[CH:19]=2)=[N:4][C:5]([CH:8]2[CH2:17][CH2:16][C:11](=[O:12])[CH2:10][CH2:9]2)=[CH:6][N:7]=1. Reactant: [NH2:1][C:2]1[C:3]([C:18]2[CH:33]=[CH:32][C:21]([C:22]([NH:24][CH2:25][C:26]3[CH:31]=[CH:30][CH:29]=[CH:28][CH:27]=3)=[O:23])=[C:20]([F:34])[CH:19]=2)=[N:4][C:5]([CH:8]2[CH2:17][CH2:16][C:11]3(OCC[O:12]3)[CH2:10][CH2:9]2)=[CH:6][N:7]=1.C(#N)C.Cl.[OH-].[Na+]. (7) Reactant: [CH:1]1([CH2:6][CH:7]([C:11]2[CH:16]=[CH:15][C:14]([N+:17]([O-:19])=[O:18])=[CH:13][CH:12]=2)[C:8]([OH:10])=O)[CH2:5][CH2:4][CH2:3][CH2:2]1.CN(C(ON1N=NC2C1=CC=CC=2)=[N+](C)C)C.F[P-](F)(F)(F)(F)F.[CH2:44]([O:46][C:47](=[O:55])[CH2:48][C:49]1[N:50]=[C:51]([NH2:54])[S:52][CH:53]=1)[CH3:45].C(N(CC)C(C)C)(C)C.Cl. Product: [CH2:44]([O:46][C:47](=[O:55])[CH2:48][C:49]1[N:50]=[C:51]([NH:54][C:8](=[O:10])[CH:7]([C:11]2[CH:16]=[CH:15][C:14]([N+:17]([O-:19])=[O:18])=[CH:13][CH:12]=2)[CH2:6][CH:1]2[CH2:2][CH2:3][CH2:4][CH2:5]2)[S:52][CH:53]=1)[CH3:45]. The catalyst class is: 9. (8) Reactant: [C:1]([O:5][C:6]([NH:8][C@H:9]([CH2:13][CH2:14][C:15]1[CH:20]=[CH:19][CH:18]=[CH:17][CH:16]=1)[C:10]([OH:12])=O)=[O:7])([CH3:4])([CH3:3])[CH3:2].CCN(C(C)C)C(C)C.Cl.[CH3:31][O:32][C:33]1[CH:34]=[C:35]([C:41]2[C@@H:50]3[C@@H:45]([CH2:46][CH2:47][CH2:48][CH2:49]3)[C:44](=[O:51])[N:43]([CH:52]3[CH2:57][CH2:56][NH:55][CH2:54][CH2:53]3)[N:42]=2)[CH:36]=[CH:37][C:38]=1[O:39][CH3:40].CCOC(C(C#N)=NOC(N1CCOCC1)=[N+](C)C)=O.F[P-](F)(F)(F)(F)F.C(=O)(O)[O-].[Na+]. Product: [CH3:31][O:32][C:33]1[CH:34]=[C:35]([C:41]2[C@@H:50]3[C@@H:45]([CH2:46][CH2:47][CH2:48][CH2:49]3)[C:44](=[O:51])[N:43]([CH:52]3[CH2:53][CH2:54][N:55]([C:10](=[O:12])[C@H:9]([NH:8][C:6](=[O:7])[O:5][C:1]([CH3:2])([CH3:3])[CH3:4])[CH2:13][CH2:14][C:15]4[CH:20]=[CH:19][CH:18]=[CH:17][CH:16]=4)[CH2:56][CH2:57]3)[N:42]=2)[CH:36]=[CH:37][C:38]=1[O:39][CH3:40]. The catalyst class is: 2.